The task is: Predict the reaction yield, written as a fraction of the theoretical maximum amount of product (1.0 means a 100% yield; for example, 0.34 means a 34% yield).. This data is from Reaction yield outcomes from USPTO patents with 853,638 reactions. (1) The reactants are [NH:1]1[C:9]2[CH:8]=[CH:7][CH:6]=[C:5]([CH:10]=O)[C:4]=2[CH:3]=[CH:2]1.O.[BH4-].[Na+].C[NH2:16]. The catalyst is CO. The product is [NH2:16][CH2:10][C:5]1[CH:6]=[CH:7][CH:8]=[C:9]2[C:4]=1[CH:3]=[CH:2][NH:1]2. The yield is 0.880. (2) The reactants are [CH3:1][C:2]1[N:7]=[C:6]([S:8][CH2:9][C:10]2[CH:11]=[N:12][CH:13]=[CH:14][CH:15]=2)[N:5]=[C:4]([OH:16])[CH:3]=1.[ClH:17].O1CCOCC1. The catalyst is CO. The product is [ClH:17].[CH3:1][C:2]1[N:7]=[C:6]([S:8][CH2:9][C:10]2[CH:11]=[N:12][CH:13]=[CH:14][CH:15]=2)[N:5]=[C:4]([OH:16])[CH:3]=1. The yield is 0.990. (3) The product is [OH:5][CH2:6][CH2:7][CH2:8][CH2:9][N:10]1[C:18]2[C:17](=[O:19])[NH:16][C:15]([NH:20][CH2:21][C:22]3[CH:27]=[CH:26][C:25]([Cl:28])=[C:24]([Cl:29])[CH:23]=3)=[N:14][C:13]=2[N:12]=[CH:11]1. The catalyst is CO. The yield is 0.900. The reactants are N.C([O:5][CH2:6][CH2:7][CH2:8][CH2:9][N:10]1[C:18]2[C:17](=[O:19])[NH:16][C:15]([NH:20][CH2:21][C:22]3[CH:27]=[CH:26][C:25]([Cl:28])=[C:24]([Cl:29])[CH:23]=3)=[N:14][C:13]=2[N:12]=[CH:11]1)(=O)C. (4) The reactants are [C:1](Cl)(=O)[CH2:2][CH2:3][CH3:4].CCN([CH2:12][CH3:13])CC. The catalyst is C(Cl)Cl. The product is [CH2:1]1[C:12]2[C:13](=[CH:1][CH:2]=[CH:3][CH:4]=2)[CH2:4][CH2:3][CH2:2]1. The yield is 0.850. (5) The reactants are [CH2:1]([Sn](CCCC)(CCCC)CCCC)[CH:2]=[CH2:3].N#N.[Si:19]([O:26][CH2:27][CH:28]1[CH2:42][C:41]2[C:30](=[CH:31][C:32]3[N+:37]([O-:38])=[N:36][C:35](I)=[N:34][C:33]=3[CH:40]=2)[CH2:29]1)([C:22]([CH3:25])([CH3:24])[CH3:23])([CH3:21])[CH3:20]. The catalyst is COCCOC.C1C=CC([P]([Pd]([P](C2C=CC=CC=2)(C2C=CC=CC=2)C2C=CC=CC=2)([P](C2C=CC=CC=2)(C2C=CC=CC=2)C2C=CC=CC=2)[P](C2C=CC=CC=2)(C2C=CC=CC=2)C2C=CC=CC=2)(C2C=CC=CC=2)C2C=CC=CC=2)=CC=1. The product is [CH2:3]([C:35]1[N:36]=[N+:37]([O-:38])[C:32]2[CH:31]=[C:30]3[C:41]([CH2:42][CH:28]([CH2:27][O:26][Si:19]([C:22]([CH3:25])([CH3:24])[CH3:23])([CH3:21])[CH3:20])[CH2:29]3)=[CH:40][C:33]=2[N:34]=1)[CH:2]=[CH2:1]. The yield is 0.990. (6) The yield is 0.730. The catalyst is CO. The reactants are C([O:8][CH2:9][CH2:10][CH2:11][N:12]1[C:16](=[O:17])[CH2:15][NH:14][C:13]1=[O:18])C1C=CC=CC=1. The product is [OH:8][CH2:9][CH2:10][CH2:11][N:12]1[C:16](=[O:17])[CH2:15][NH:14][C:13]1=[O:18]. (7) The catalyst is C1COCC1. The product is [Br:1][C:2]1[CH:10]=[C:9]2[C:5]([CH2:6][C:7]3([CH2:16][CH2:15][CH:14]([O:17][CH3:18])[CH2:13][CH2:12]3)[C:8]2=[O:11])=[CH:4][CH:3]=1. The yield is 0.940. The reactants are [Br:1][C:2]1[CH:10]=[C:9]2[C:5]([CH2:6][C:7]3([CH2:16][CH2:15][CH:14]([OH:17])[CH2:13][CH2:12]3)[C:8]2=[O:11])=[CH:4][CH:3]=1.[CH3:18]C(C)([O-])C.[K+].CI.O. (8) The reactants are Cl[C:2]1[N:7]([CH2:8][CH3:9])[C:6](=[O:10])[N:5]([CH2:11][O:12][CH3:13])[C:4](=[O:14])[C:3]=1[CH:15]([CH3:17])[CH3:16].[C:18]([C:20]1[CH:21]=[C:22]([CH:26]=[C:27]([CH3:29])[CH:28]=1)[CH2:23][C:24]#[N:25])#[N:19].[H-].[Na+].[Cl-].[NH4+]. The product is [C:24]([CH:23]([C:2]1[N:7]([CH2:8][CH3:9])[C:6](=[O:10])[N:5]([CH2:11][O:12][CH3:13])[C:4](=[O:14])[C:3]=1[CH:15]([CH3:17])[CH3:16])[C:22]1[CH:21]=[C:20]([CH:28]=[C:27]([CH3:29])[CH:26]=1)[C:18]#[N:19])#[N:25]. The catalyst is CN(C=O)C. The yield is 0.800. (9) The reactants are CC(C)([O-])C.[K+].[Cl:7][C:8]1[CH:9]=[CH:10][C:11]([OH:18])=[C:12]([CH:17]=1)[C:13]([NH:15][CH3:16])=[O:14].Br[CH2:20][CH2:21][CH2:22][C:23]([O:25]CC)=[O:24].[OH-].[Na+].Cl. The catalyst is CN(C)C=O.CO.O. The product is [Cl:7][C:8]1[CH:9]=[CH:10][C:11]([O:18][CH2:20][CH2:21][CH2:22][C:23]([OH:25])=[O:24])=[C:12]([C:13]([NH:15][CH3:16])=[O:14])[CH:17]=1. The yield is 0.460. (10) The reactants are [C:1]1([S:7][C:8]2[CH:13]=[CH:12][C:11]([CH2:14][CH2:15][CH2:16][C:17]([OH:19])=O)=[CH:10][CH:9]=2)[CH:6]=[CH:5][CH:4]=[CH:3][CH:2]=1.C(Cl)(=O)C(Cl)=O.[Cl-].[Cl-].[Cl-].[Al+3]. The catalyst is O1CCCC1.CN(C=O)C. The product is [C:1]1([S:7][C:8]2[CH:9]=[C:10]3[C:11]([CH2:14][CH2:15][CH2:16][C:17]3=[O:19])=[CH:12][CH:13]=2)[CH:2]=[CH:3][CH:4]=[CH:5][CH:6]=1. The yield is 0.555.